Dataset: Full USPTO retrosynthesis dataset with 1.9M reactions from patents (1976-2016). Task: Predict the reactants needed to synthesize the given product. Given the product [Br:1][C:2]1[CH:3]=[C:4]2[C:9](=[CH:10][CH:11]=1)[C:8](=[O:12])[N:7]([CH2:13][CH2:14][C:15]1[CH:20]=[CH:19][CH:18]=[CH:17][CH:16]=1)[CH:6]=[CH:5]2, predict the reactants needed to synthesize it. The reactants are: [Br:1][C:2]1[CH:3]=[C:4]2[C:9](=[CH:10][CH:11]=1)[C:8]([OH:12])=[N:7][CH:6]=[CH:5]2.[CH2:13](Br)[CH2:14][C:15]1[CH:20]=[CH:19][CH:18]=[CH:17][CH:16]=1.[OH-].[Na+].